From a dataset of Reaction yield outcomes from USPTO patents with 853,638 reactions. Predict the reaction yield, written as a fraction of the theoretical maximum amount of product (1.0 means a 100% yield; for example, 0.34 means a 34% yield). The reactants are [CH3:1][C:2]1[S:3][C:4]([C:8]([OH:10])=O)=[C:5]([CH3:7])[N:6]=1.[NH2:11][C:12]1[CH:13]=[C:14]([CH:31]=[CH:32][C:33]=1[F:34])[O:15][C:16]1[CH:17]=[CH:18][C:19]2[N:20]([CH:22]=[C:23]([NH:25][C:26]([CH:28]3[CH2:30][CH2:29]3)=[O:27])[N:24]=2)[N:21]=1.ON1C2C=CC=CC=2N=N1.Cl.C(N=C=NCCCN(C)C)C.C(N(CC)C(C)C)(C)C. The catalyst is CN(C)C=O. The product is [CH:28]1([C:26]([NH:25][C:23]2[N:24]=[C:19]3[CH:18]=[CH:17][C:16]([O:15][C:14]4[CH:31]=[CH:32][C:33]([F:34])=[C:12]([NH:11][C:8]([C:4]5[S:3][C:2]([CH3:1])=[N:6][C:5]=5[CH3:7])=[O:10])[CH:13]=4)=[N:21][N:20]3[CH:22]=2)=[O:27])[CH2:29][CH2:30]1. The yield is 0.320.